Predict the product of the given reaction. From a dataset of Forward reaction prediction with 1.9M reactions from USPTO patents (1976-2016). The product is: [CH3:20][C:21]1[CH:29]=[CH:28][C:24]([C:25]([NH:19][C:15]2[CH:16]=[C:17]3[C:12](=[CH:13][CH:14]=2)[CH2:11][N:10]([C:8](=[O:9])[CH2:7][C:2]2[CH:3]=[CH:4][CH:5]=[CH:6][N:1]=2)[CH2:18]3)=[O:26])=[C:23]([N:30]2[CH2:35][CH2:34][CH:33]([CH3:36])[CH2:32][CH2:31]2)[N:22]=1. Given the reactants [N:1]1[CH:6]=[CH:5][CH:4]=[CH:3][C:2]=1[CH2:7][C:8]([N:10]1[CH2:18][C:17]2[C:12](=[CH:13][CH:14]=[C:15]([NH2:19])[CH:16]=2)[CH2:11]1)=[O:9].[CH3:20][C:21]1[CH:29]=[CH:28][C:24]([C:25](O)=[O:26])=[C:23]([N:30]2[CH2:35][CH2:34][CH:33]([CH3:36])[CH2:32][CH2:31]2)[N:22]=1.F[P-](F)(F)(F)(F)F.N1(O[P+](N2CCCC2)(N2CCCC2)N2CCCC2)C2C=CC=CC=2N=N1.C(N(C(C)C)CC)(C)C.Cl, predict the reaction product.